Dataset: Full USPTO retrosynthesis dataset with 1.9M reactions from patents (1976-2016). Task: Predict the reactants needed to synthesize the given product. (1) Given the product [CH3:1][N:2]([CH3:24])[C:3]([C:5]1[CH:6]=[C:7]([S:11]([NH:14][C:15]2[CH:19]=[CH:18][S:17][C:16]=2[C:20]([OH:22])=[O:21])(=[O:13])=[O:12])[CH:8]=[CH:9][CH:10]=1)=[O:4], predict the reactants needed to synthesize it. The reactants are: [CH3:1][N:2]([CH3:24])[C:3]([C:5]1[CH:6]=[C:7]([S:11]([NH:14][C:15]2[CH:19]=[CH:18][S:17][C:16]=2[C:20]([O:22]C)=[O:21])(=[O:13])=[O:12])[CH:8]=[CH:9][CH:10]=1)=[O:4].CO.[OH-].[Na+]. (2) Given the product [CH3:1][O:2][C:3](=[O:7])[CH2:4][CH2:5][NH:6][CH2:35][C:34]1[CH:33]=[CH:32][C:31]([C:29]2[S:30][C:23]3[C:22]([NH:21][C:17]4[CH:16]=[C:15]5[C:20](=[CH:19][CH:18]=4)[NH:12][CH:13]=[CH:14]5)=[N:27][CH:26]=[N:25][C:24]=3[CH:28]=2)=[CH:38][CH:37]=1, predict the reactants needed to synthesize it. The reactants are: [CH3:1][O:2][C:3](=[O:7])[CH2:4][CH2:5][NH2:6].C(O)(=O)C.[NH:12]1[C:20]2[C:15](=[CH:16][C:17]([NH:21][C:22]3[C:23]4[S:30][C:29]([C:31]5[CH:38]=[CH:37][C:34]([CH:35]=O)=[CH:33][CH:32]=5)=[CH:28][C:24]=4[N:25]=[CH:26][N:27]=3)=[CH:18][CH:19]=2)[CH:14]=[CH:13]1.C([BH3-])#N.[Na+]. (3) Given the product [CH2:1]([O:3][C:4]([C:6]1[C:7]([C:17]2[CH:18]=[CH:19][C:20]([F:23])=[CH:21][CH:22]=2)=[C:8]2[N:13]([CH:14]=1)[CH:12]=[C:11]([CH:15]=[O:16])[CH:10]=[CH:9]2)=[O:5])[CH3:2], predict the reactants needed to synthesize it. The reactants are: [CH2:1]([O:3][C:4]([C:6]1[C:7]([C:17]2[CH:22]=[CH:21][C:20]([F:23])=[CH:19][CH:18]=2)=[C:8]2[N:13]([CH:14]=1)[CH:12]=[C:11]([CH2:15][OH:16])[CH:10]=[CH:9]2)=[O:5])[CH3:2].C[N+]1([O-])CCOCC1. (4) Given the product [CH3:16][C:7]1[CH:6]=[C:5]([S:2](=[O:4])(=[O:3])[NH2:17])[S:9][C:8]=1[CH2:10][CH2:11][O:12][C:13](=[O:15])[CH3:14], predict the reactants needed to synthesize it. The reactants are: Cl[S:2]([C:5]1[S:9][C:8]([CH2:10][CH2:11][O:12][C:13](=[O:15])[CH3:14])=[C:7]([CH3:16])[CH:6]=1)(=[O:4])=[O:3].[NH3:17]. (5) Given the product [Cl:33][C:34]1[C:35]([OH:43])=[C:36]([CH:39]=[C:40]([F:42])[CH:41]=1)[CH2:37][NH:1][CH2:2][CH2:3][CH2:4][CH2:5][CH2:6][CH2:7][CH2:8][CH2:9][CH2:10][N:11]1[CH2:16][CH2:15][CH:14]([O:17][C:18](=[O:32])[NH:19][C:20]2[CH:25]=[CH:24][CH:23]=[CH:22][C:21]=2[C:26]2[CH:31]=[CH:30][CH:29]=[CH:28][CH:27]=2)[CH2:13][CH2:12]1, predict the reactants needed to synthesize it. The reactants are: [NH2:1][CH2:2][CH2:3][CH2:4][CH2:5][CH2:6][CH2:7][CH2:8][CH2:9][CH2:10][N:11]1[CH2:16][CH2:15][CH:14]([O:17][C:18](=[O:32])[NH:19][C:20]2[CH:25]=[CH:24][CH:23]=[CH:22][C:21]=2[C:26]2[CH:31]=[CH:30][CH:29]=[CH:28][CH:27]=2)[CH2:13][CH2:12]1.[Cl:33][C:34]1[C:35]([OH:43])=[C:36]([CH:39]=[C:40]([F:42])[CH:41]=1)[CH:37]=O.